This data is from NCI-60 drug combinations with 297,098 pairs across 59 cell lines. The task is: Regression. Given two drug SMILES strings and cell line genomic features, predict the synergy score measuring deviation from expected non-interaction effect. (1) Drug 1: CCC1=C2CN3C(=CC4=C(C3=O)COC(=O)C4(CC)O)C2=NC5=C1C=C(C=C5)O. Drug 2: C(=O)(N)NO. Cell line: SNB-19. Synergy scores: CSS=35.8, Synergy_ZIP=-2.71, Synergy_Bliss=-4.45, Synergy_Loewe=-45.1, Synergy_HSA=-3.15. (2) Drug 1: COC1=C(C=C2C(=C1)N=CN=C2NC3=CC(=C(C=C3)F)Cl)OCCCN4CCOCC4. Drug 2: CCC(=C(C1=CC=CC=C1)C2=CC=C(C=C2)OCCN(C)C)C3=CC=CC=C3.C(C(=O)O)C(CC(=O)O)(C(=O)O)O. Cell line: SW-620. Synergy scores: CSS=3.87, Synergy_ZIP=-1.04, Synergy_Bliss=3.59, Synergy_Loewe=-0.103, Synergy_HSA=0.391. (3) Drug 1: C1CCC(C1)C(CC#N)N2C=C(C=N2)C3=C4C=CNC4=NC=N3. Drug 2: C1=NC2=C(N=C(N=C2N1C3C(C(C(O3)CO)O)F)Cl)N. Cell line: UACC62. Synergy scores: CSS=16.6, Synergy_ZIP=4.52, Synergy_Bliss=0.679, Synergy_Loewe=-37.2, Synergy_HSA=-7.08.